Dataset: Reaction yield outcomes from USPTO patents with 853,638 reactions. Task: Predict the reaction yield, written as a fraction of the theoretical maximum amount of product (1.0 means a 100% yield; for example, 0.34 means a 34% yield). (1) The reactants are C[C@H]1CO[C@@:5]2([O:9][C@H:8]3[CH2:10][C@H:11]4[C@@H:16]5[CH2:17][CH2:18][C@H:19]6[CH2:24][C@@H](O)C[CH2:21][C@:20]6([CH3:26])[C@H:15]5[CH2:14][C@@H:13]([OH:27])[C@:12]4([CH3:28])[C@H:7]3[C@@H:6]2C)CC1.OP(O)(O)=O.OO.[C:39]([OH:42])(=O)[CH3:40]. The catalyst is C(OC(=O)C)(=O)C.O. The product is [OH:42][C@H:39]1[CH2:40][CH2:26][C@@:20]2([CH3:21])[C@@H:19]([CH2:18][CH2:17][C@@H:16]3[C@@H:15]2[CH2:14][C@@H:13]([OH:27])[C@@:12]2([CH3:28])[C@H:11]3[CH2:5][CH:6]=[C:7]2[C:8](=[O:9])[CH3:10])[CH2:24]1. The yield is 0.940. (2) The reactants are [CH3:1][O:2][C:3]1[CH:9]=[C:8]([CH3:10])[C:6]([NH2:7])=[C:5]([CH3:11])[C:4]=1[CH3:12].C(N(CC)CC)C.[C:20](O[C:20]([O:22][C:23]([CH3:26])([CH3:25])[CH3:24])=[O:21])([O:22][C:23]([CH3:26])([CH3:25])[CH3:24])=[O:21]. The catalyst is O1CCCC1. The product is [CH3:1][O:2][C:3]1[CH:9]=[C:8]([CH3:10])[C:6]([NH:7][C:20](=[O:21])[O:22][C:23]([CH3:26])([CH3:25])[CH3:24])=[C:5]([CH3:11])[C:4]=1[CH3:12]. The yield is 0.750. (3) The reactants are [Cl:1][C:2]1[C:3]2[CH:10]=[CH:9][N:8]([C@@H:11]3[CH2:16][CH2:15][CH2:14][N:13]([C:17]([O:19][C:20]([CH3:23])([CH3:22])[CH3:21])=[O:18])[CH2:12]3)[C:4]=2[N:5]=[CH:6][N:7]=1.C1C(=O)N([I:31])C(=O)C1.O. The catalyst is CN(C=O)C. The product is [Cl:1][C:2]1[C:3]2[C:10]([I:31])=[CH:9][N:8]([C@@H:11]3[CH2:16][CH2:15][CH2:14][N:13]([C:17]([O:19][C:20]([CH3:23])([CH3:22])[CH3:21])=[O:18])[CH2:12]3)[C:4]=2[N:5]=[CH:6][N:7]=1. The yield is 0.860. (4) The reactants are [NH2:1][C:2]1[N:11]=[CH:10][C:9]2[C:8](SC)=[N:7][CH:6]=[N:5][C:4]=2[CH:3]=1.[NH2:14][C:15]1[CH:16]=[C:17]([OH:21])[CH:18]=[CH:19][CH:20]=1. No catalyst specified. The product is [NH2:1][C:2]1[N:11]=[CH:10][C:9]2[C:8]([NH:14][C:15]3[CH:20]=[CH:19][CH:18]=[C:17]([OH:21])[CH:16]=3)=[N:7][CH:6]=[N:5][C:4]=2[CH:3]=1. The yield is 0.180. (5) The reactants are [C:1]([C:3]1[C:4]([NH:9][C:10]([NH:12]C(=O)C2C=CC=CC=2)=[O:11])=[N:5][CH:6]=[CH:7][CH:8]=1)#[N:2].[OH-].[Na+]. The catalyst is CCO. The product is [NH2:2][C:1]1[C:3]2[CH:8]=[CH:7][CH:6]=[N:5][C:4]=2[NH:9][C:10](=[O:11])[N:12]=1. The yield is 0.550. (6) The product is [F:1][C:2]([F:35])([CH2:27][O:28][C:29]1[CH:34]=[CH:33][CH:32]=[CH:31][CH:30]=1)/[CH:3]=[CH:4]/[C@@H:5]1[C@@H:6]2[C@@H:7]([O:25][C:24](=[O:26])[CH2:23][CH2:22][CH2:21][CH:20]=[CH:19][CH2:18]2)[CH2:8][C@H:9]1[O:10][CH:11]1[CH2:16][CH2:15][CH2:14][CH2:13][O:12]1. The reactants are [F:1][C:2]([F:35])([CH2:27][O:28][C:29]1[CH:34]=[CH:33][CH:32]=[CH:31][CH:30]=1)/[CH:3]=[CH:4]/[C@H:5]1[C@H:9]([O:10][CH:11]2[CH2:16][CH2:15][CH2:14][CH2:13][O:12]2)[CH2:8][C@H:7](O)[C@@H:6]1[CH2:18]/[CH:19]=[CH:20]\[CH2:21][CH2:22][CH2:23][C:24]([OH:26])=[O:25].C1C=C(SSC2N=CC=CC=2)N=CC=1.C1(P(C2C=CC=CC=2)C2C=CC=CC=2)C=CC=CC=1. The catalyst is C1(C)C(C)=CC=CC=1. The yield is 0.480.